This data is from Catalyst prediction with 721,799 reactions and 888 catalyst types from USPTO. The task is: Predict which catalyst facilitates the given reaction. (1) Reactant: Cl.[C:2]1([CH3:10])[CH:7]=[CH:6][C:5]([NH:8][NH2:9])=[CH:4][CH:3]=1.[CH2:11]([O:18][CH2:19][C:20]([CH3:27])([CH3:26])[C:21](=O)[CH2:22][C:23]#[N:24])[C:12]1[CH:17]=[CH:16][CH:15]=[CH:14][CH:13]=1.C([O-])(O)=O.[Na+]. Product: [CH2:11]([O:18][CH2:19][C:20]([C:21]1[CH:22]=[C:23]([NH2:24])[N:8]([C:5]2[CH:6]=[CH:7][C:2]([CH3:10])=[CH:3][CH:4]=2)[N:9]=1)([CH3:26])[CH3:27])[C:12]1[CH:17]=[CH:16][CH:15]=[CH:14][CH:13]=1. The catalyst class is: 14. (2) Reactant: [NH2:1][CH2:2][CH2:3][C:4]1[N:5]([CH:27]([C:34]2[CH:39]=[CH:38][CH:37]=[CH:36][CH:35]=2)[C:28]2[CH:33]=[CH:32][CH:31]=[CH:30][CH:29]=2)[C:6]2[C:11]([C:12]=1[CH2:13][CH2:14][O:15][C:16]1[CH:25]=[CH:24][C:19]([C:20]([O:22]C)=[O:21])=[CH:18][CH:17]=1)=[CH:10][C:9]([Cl:26])=[CH:8][CH:7]=2.C([O-])(O)=O.[Na+].[C:45]1([CH2:51][S:52](Cl)(=[O:54])=[O:53])[CH:50]=[CH:49][CH:48]=[CH:47][CH:46]=1. Product: [CH:27]([N:5]1[C:6]2[C:11](=[CH:10][C:9]([Cl:26])=[CH:8][CH:7]=2)[C:12]([CH2:13][CH2:14][O:15][C:16]2[CH:17]=[CH:18][C:19]([C:20]([OH:22])=[O:21])=[CH:24][CH:25]=2)=[C:4]1[CH2:3][CH2:2][NH:1][S:52]([CH2:51][C:45]1[CH:50]=[CH:49][CH:48]=[CH:47][CH:46]=1)(=[O:54])=[O:53])([C:34]1[CH:35]=[CH:36][CH:37]=[CH:38][CH:39]=1)[C:28]1[CH:29]=[CH:30][CH:31]=[CH:32][CH:33]=1. The catalyst class is: 2. (3) Reactant: [C:1]([O:5][C:6]([N:8]1[CH2:13][CH2:12][C@H:11]([CH2:14][N:15]=[N+]=[N-])[C@H:10]([F:18])[CH2:9]1)=[O:7])([CH3:4])([CH3:3])[CH3:2]. Product: [C:1]([O:5][C:6]([N:8]1[CH2:13][CH2:12][C@H:11]([CH2:14][NH2:15])[C@H:10]([F:18])[CH2:9]1)=[O:7])([CH3:4])([CH3:2])[CH3:3]. The catalyst class is: 19. (4) Reactant: [NH2:1][CH2:2][C:3]1[CH:8]=[C:7]([Br:9])[CH:6]=[CH:5][C:4]=1[NH:10][C:11]([C:13]1[CH:18]=[CH:17][CH:16]=[CH:15][N:14]=1)=[O:12].C(N(CC)C(C)C)(C)C.[N:28]1[CH:33]=[CH:32][CH:31]=[CH:30][C:29]=1[C:34](Cl)=[O:35]. Product: [Br:9][C:7]1[CH:6]=[CH:5][C:4]([NH:10][C:11]([C:13]2[CH:18]=[CH:17][CH:16]=[CH:15][N:14]=2)=[O:12])=[C:3]([CH:8]=1)[CH2:2][NH:1][C:34]([C:29]1[CH:30]=[CH:31][CH:32]=[CH:33][N:28]=1)=[O:35]. The catalyst class is: 2. (5) Reactant: [CH3:1][O:2][C:3]1[CH:13]=[N:12][C:11]2[S:10][CH2:9][CH2:8][NH:7][CH2:6][C:5]=2[CH:4]=1.[F:14][C:15]1[CH:24]=[C:23]([CH:25]=O)[CH:22]=[CH:21][C:16]=1[C:17]([O:19][CH3:20])=[O:18].C(O[BH-](OC(=O)C)OC(=O)C)(=O)C.[Na+]. Product: [F:14][C:15]1[CH:24]=[C:23]([CH2:25][N:7]2[CH2:6][C:5]3[CH:4]=[C:3]([O:2][CH3:1])[CH:13]=[N:12][C:11]=3[S:10][CH2:9][CH2:8]2)[CH:22]=[CH:21][C:16]=1[C:17]([O:19][CH3:20])=[O:18]. The catalyst class is: 26.